From a dataset of NCI-60 drug combinations with 297,098 pairs across 59 cell lines. Regression. Given two drug SMILES strings and cell line genomic features, predict the synergy score measuring deviation from expected non-interaction effect. (1) Drug 1: C1=CC(=CC=C1CCC2=CNC3=C2C(=O)NC(=N3)N)C(=O)NC(CCC(=O)O)C(=O)O. Drug 2: C1=CC(=CC=C1CCCC(=O)O)N(CCCl)CCCl. Cell line: SN12C. Synergy scores: CSS=19.8, Synergy_ZIP=-14.8, Synergy_Bliss=-12.1, Synergy_Loewe=-9.18, Synergy_HSA=-6.87. (2) Drug 1: CN1CCC(CC1)COC2=C(C=C3C(=C2)N=CN=C3NC4=C(C=C(C=C4)Br)F)OC. Drug 2: C1=CC=C(C=C1)NC(=O)CCCCCCC(=O)NO. Cell line: KM12. Synergy scores: CSS=13.8, Synergy_ZIP=-0.152, Synergy_Bliss=0.623, Synergy_Loewe=-19.8, Synergy_HSA=-2.14. (3) Drug 1: C1CN1C2=NC(=NC(=N2)N3CC3)N4CC4. Drug 2: C1CN(CCN1C(=O)CCBr)C(=O)CCBr. Cell line: M14. Synergy scores: CSS=22.7, Synergy_ZIP=-4.22, Synergy_Bliss=4.04, Synergy_Loewe=-2.94, Synergy_HSA=3.33. (4) Drug 1: CS(=O)(=O)C1=CC(=C(C=C1)C(=O)NC2=CC(=C(C=C2)Cl)C3=CC=CC=N3)Cl. Drug 2: C1CCN(CC1)CCOC2=CC=C(C=C2)C(=O)C3=C(SC4=C3C=CC(=C4)O)C5=CC=C(C=C5)O. Cell line: COLO 205. Synergy scores: CSS=2.53, Synergy_ZIP=6.46, Synergy_Bliss=12.6, Synergy_Loewe=4.32, Synergy_HSA=4.24. (5) Drug 1: C1CCC(C1)C(CC#N)N2C=C(C=N2)C3=C4C=CNC4=NC=N3. Drug 2: CS(=O)(=O)CCNCC1=CC=C(O1)C2=CC3=C(C=C2)N=CN=C3NC4=CC(=C(C=C4)OCC5=CC(=CC=C5)F)Cl. Cell line: NCI-H460. Synergy scores: CSS=4.47, Synergy_ZIP=3.70, Synergy_Bliss=3.42, Synergy_Loewe=8.08, Synergy_HSA=2.27.